Dataset: Forward reaction prediction with 1.9M reactions from USPTO patents (1976-2016). Task: Predict the product of the given reaction. Given the reactants [NH2:1][NH:2][C:3]([C:5]1[C:10]([C:11]([F:14])([F:13])[F:12])=[CH:9][CH:8]=[CH:7][N:6]=1)=[NH:4].[OH:15][C:16]1[CH:25]=[CH:24][C:23]2[C:18](=[CH:19][CH:20]=[CH:21][CH:22]=2)[C:17]=1[CH:26]=O, predict the reaction product. The product is: [F:14][C:11]([F:12])([F:13])[C:10]1[C:5]([C:3]2[N:4]=[C:26]([C:17]3[C:18]4[C:23](=[CH:22][CH:21]=[CH:20][CH:19]=4)[CH:24]=[CH:25][C:16]=3[OH:15])[NH:1][N:2]=2)=[N:6][CH:7]=[CH:8][CH:9]=1.